Predict the reactants needed to synthesize the given product. From a dataset of Full USPTO retrosynthesis dataset with 1.9M reactions from patents (1976-2016). (1) Given the product [CH2:1]([C:3]1[C:4]([OH:16])=[CH:5][C:6](=[O:10])[NH:7][C:8]=1[CH3:9])[CH3:2], predict the reactants needed to synthesize it. The reactants are: [CH2:1]([C:3]1[C:4]([OH:16])=[C:5](C(OCC)=O)[C:6](=[O:10])[NH:7][C:8]=1[CH3:9])[CH3:2].C([O-])(O)=O.[Na+]. (2) Given the product [C:1]([C:4]([N:6]([CH2:18][C:19]1[CH:20]=[CH:21][C:22]([CH2:25][CH2:26][CH2:27][CH2:28][CH2:29][CH2:30][CH2:31][CH2:32][CH2:33][CH2:34][C:35]([OH:37])=[O:36])=[CH:23][CH:24]=1)[CH2:7][C:8]1[CH:13]=[CH:12][C:11]([C:14]([F:15])([F:17])[F:16])=[CH:10][CH:9]=1)=[O:5])([OH:3])=[O:2], predict the reactants needed to synthesize it. The reactants are: [C:1]([C:4]([N:6]([CH2:18][C:19]1[CH:24]=[CH:23][C:22]([C:25]#[C:26][CH2:27][CH2:28][CH2:29][CH2:30][CH2:31][CH2:32][CH2:33][CH2:34][C:35]([OH:37])=[O:36])=[CH:21][CH:20]=1)[CH2:7][C:8]1[CH:13]=[CH:12][C:11]([C:14]([F:17])([F:16])[F:15])=[CH:10][CH:9]=1)=[O:5])([OH:3])=[O:2].